Predict the product of the given reaction. From a dataset of Forward reaction prediction with 1.9M reactions from USPTO patents (1976-2016). Given the reactants Cl.NO.[CH2:4]([OH:10])[CH2:5][C@H:6]([OH:9])[C:7]#[CH:8].Cl.[NH2:12][C:13]([CH3:32])([CH3:31])[C@H:14]([NH:19][C:20](=[O:30])[C:21]1[CH:26]=[CH:25][C:24]([C:27]#[C:28]Br)=[CH:23][CH:22]=1)[C:15]([O:17][CH3:18])=[O:16], predict the reaction product. The product is: [NH2:12][C:13]([CH3:32])([CH3:31])[C@H:14]([NH:19][C:20](=[O:30])[C:21]1[CH:22]=[CH:23][C:24]([C:27]#[C:28][C:8]#[C:7][C@@H:6]([OH:9])[CH2:5][CH2:4][OH:10])=[CH:25][CH:26]=1)[C:15]([O:17][CH3:18])=[O:16].